Dataset: Full USPTO retrosynthesis dataset with 1.9M reactions from patents (1976-2016). Task: Predict the reactants needed to synthesize the given product. Given the product [C:14]([O:13][C:11]([N:8]1[CH2:9][CH2:10][C:5]2([CH2:1][N:2]([C:22]3[N:23]=[CH:24][C:19]([Br:18])=[CH:20][N:21]=3)[CH2:3][CH2:4]2)[CH2:6][CH2:7]1)=[O:12])([CH3:17])([CH3:16])[CH3:15], predict the reactants needed to synthesize it. The reactants are: [CH2:1]1[C:5]2([CH2:10][CH2:9][N:8]([C:11]([O:13][C:14]([CH3:17])([CH3:16])[CH3:15])=[O:12])[CH2:7][CH2:6]2)[CH2:4][CH2:3][NH:2]1.[Br:18][C:19]1[CH:20]=[N:21][C:22](Cl)=[N:23][CH:24]=1.CCN(C(C)C)C(C)C.